This data is from Catalyst prediction with 721,799 reactions and 888 catalyst types from USPTO. The task is: Predict which catalyst facilitates the given reaction. (1) Reactant: [Cl-].O[NH3+:3].[C:4](=[O:7])([O-])[OH:5].[Na+].CS(C)=O.[F:13][C:14]1[CH:15]=[C:16]([C:47]2[C:48]([C:53]#[N:54])=[CH:49][CH:50]=[CH:51][CH:52]=2)[CH:17]=[CH:18][C:19]=1[CH2:20][C:21]1[C:22](=[O:46])[N:23]([C@H:33]2[CH2:38][CH2:37][C@H:36]([O:39][CH:40]([CH3:45])[C:41]([OH:44])([CH3:43])[CH3:42])[CH2:35][CH2:34]2)[C:24]2[N:25]([N:30]=[CH:31][N:32]=2)[C:26]=1[CH2:27][CH2:28][CH3:29]. Product: [F:13][C:14]1[CH:15]=[C:16]([C:47]2[CH:52]=[CH:51][CH:50]=[CH:49][C:48]=2[C:53]2[NH:3][C:4](=[O:7])[O:5][N:54]=2)[CH:17]=[CH:18][C:19]=1[CH2:20][C:21]1[C:22](=[O:46])[N:23]([C@H:33]2[CH2:38][CH2:37][C@H:36]([O:39][CH:40]([CH3:45])[C:41]([OH:44])([CH3:43])[CH3:42])[CH2:35][CH2:34]2)[C:24]2[N:25]([N:30]=[CH:31][N:32]=2)[C:26]=1[CH2:27][CH2:28][CH3:29]. The catalyst class is: 13. (2) Reactant: [CH2:1]([O:3][C:4]1[CH:5]=[C:6]([CH:27]=[C:28]([O:31][CH2:32][CH3:33])[C:29]=1F)[CH2:7][N:8]1[CH2:13][CH2:12][CH:11]([NH:14][C:15](=[O:26])[C:16]2[CH:21]=[C:20]([O:22][CH3:23])[CH:19]=[C:18]([CH2:24][OH:25])[CH:17]=2)[CH2:10][CH2:9]1)[CH3:2].C(OC1C=C(C=O)C=C(OCC)C=1[C:48]1[CH:53]=[CH:52][C:51]([F:54])=[CH:50][CH:49]=1)C.C([BH3-])#N.[Na+].C(N(C(C)C)C(C)C)C. Product: [CH2:32]([O:31][C:28]1[CH:27]=[C:6]([CH2:7][N:8]2[CH2:9][CH2:10][CH:11]([NH:14][C:15](=[O:26])[C:16]3[CH:21]=[C:20]([O:22][CH3:23])[CH:19]=[C:18]([CH2:24][OH:25])[CH:17]=3)[CH2:12][CH2:13]2)[CH:5]=[C:4]([O:3][CH2:1][CH3:2])[C:29]=1[C:48]1[CH:53]=[CH:52][C:51]([F:54])=[CH:50][CH:49]=1)[CH3:33]. The catalyst class is: 212.